Dataset: Peptide-MHC class II binding affinity with 134,281 pairs from IEDB. Task: Regression. Given a peptide amino acid sequence and an MHC pseudo amino acid sequence, predict their binding affinity value. This is MHC class II binding data. The MHC is HLA-DQA10501-DQB10301 with pseudo-sequence HLA-DQA10501-DQB10301. The peptide sequence is FTVQEMVALSGAHTL. The binding affinity (normalized) is 0.205.